Dataset: Peptide-MHC class I binding affinity with 185,985 pairs from IEDB/IMGT. Task: Regression. Given a peptide amino acid sequence and an MHC pseudo amino acid sequence, predict their binding affinity value. This is MHC class I binding data. (1) The peptide sequence is NRVTQDFTEV. The MHC is HLA-B27:05 with pseudo-sequence HLA-B27:05. The binding affinity (normalized) is 0.227. (2) The peptide sequence is DETFVHSGF. The MHC is HLA-A02:01 with pseudo-sequence HLA-A02:01. The binding affinity (normalized) is 0.0847. (3) The peptide sequence is HPLARTAKV. The MHC is HLA-A02:12 with pseudo-sequence HLA-A02:12. The binding affinity (normalized) is 0.0847. (4) The peptide sequence is ILHRLAPWI. The MHC is HLA-A02:12 with pseudo-sequence HLA-A02:12. The binding affinity (normalized) is 0.571. (5) The peptide sequence is VISKIYTLIY. The MHC is HLA-A03:01 with pseudo-sequence HLA-A03:01. The binding affinity (normalized) is 0.574. (6) The peptide sequence is LCFWSAIFFT. The MHC is HLA-A68:02 with pseudo-sequence HLA-A68:02. The binding affinity (normalized) is 0.306. (7) The peptide sequence is PAEMLASI. The MHC is HLA-A02:01 with pseudo-sequence HLA-A02:01. The binding affinity (normalized) is 0. (8) The peptide sequence is FLFLAWIML. The MHC is HLA-A68:02 with pseudo-sequence HLA-A68:02. The binding affinity (normalized) is 0.334. (9) The peptide sequence is IPITAAAWY. The MHC is HLA-B35:01 with pseudo-sequence HLA-B35:01. The binding affinity (normalized) is 0.831.